Dataset: Forward reaction prediction with 1.9M reactions from USPTO patents (1976-2016). Task: Predict the product of the given reaction. (1) The product is: [S:21]1[CH:25]=[CH:24][N:23]=[C:22]1[NH:26][C:12](=[O:14])[CH:11]([N:7]1[C:8]2[C:4](=[CH:3][C:2]([Br:1])=[CH:10][CH:9]=2)[C:5](=[O:20])[C:6]1=[O:19])[CH2:15][CH:16]([CH3:18])[CH3:17]. Given the reactants [Br:1][C:2]1[CH:3]=[C:4]2[C:8](=[CH:9][CH:10]=1)[N:7]([CH:11]([CH2:15][CH:16]([CH3:18])[CH3:17])[C:12]([OH:14])=O)[C:6](=[O:19])[C:5]2=[O:20].[S:21]1[CH:25]=[CH:24][N:23]=[C:22]1[NH2:26].C(N(CC)C(C)C)(C)C.F[P-](F)(F)(F)(F)F.N1(O[P+](N(C)C)(N(C)C)N(C)C)C2C=CC=CC=2N=N1, predict the reaction product. (2) The product is: [C:13]([O:12][C:10]([N:6]1[CH2:7][CH2:8][CH2:9][C@H:5]1[CH2:4][C:3]([OH:17])=[O:2])=[O:11])([CH3:16])([CH3:14])[CH3:15]. Given the reactants C[O:2][C:3](=[O:17])[CH2:4][C@@H:5]1[CH2:9][CH2:8][CH2:7][N:6]1[C:10]([O:12][C:13]([CH3:16])([CH3:15])[CH3:14])=[O:11].[OH-].[Na+], predict the reaction product. (3) Given the reactants [Cl:1][C:2]1[CH:3]=[CH:4][C:5]([NH:20][CH2:21][C:22]2[CH:27]=[CH:26][C:25]([O:28][CH3:29])=[CH:24][C:23]=2[O:30][CH3:31])=[C:6]([CH:8]([C:10]2[C:19]3[O:18][CH2:17][CH2:16][O:15][C:14]=3[CH:13]=[CH:12][CH:11]=2)[OH:9])[CH:7]=1.C(=O)([O-])O.[Na+].Cl/[C:38](=[CH:44]\[C:45]([O-])=[O:46])/[C:39]([O:41][CH2:42][CH3:43])=[O:40], predict the reaction product. The product is: [Cl:1][C:2]1[CH:3]=[CH:4][C:5]([N:20]([CH2:21][C:22]2[CH:27]=[CH:26][C:25]([O:28][CH3:29])=[CH:24][C:23]=2[O:30][CH3:31])[C:45](=[O:46])/[CH:44]=[CH:38]/[C:39]([O:41][CH2:42][CH3:43])=[O:40])=[C:6]([CH:8]([C:10]2[C:19]3[O:18][CH2:17][CH2:16][O:15][C:14]=3[CH:13]=[CH:12][CH:11]=2)[OH:9])[CH:7]=1. (4) Given the reactants C(N(CC)C(C)C)(C)C.Cl.[C:11]([N:15]1[CH2:19][C@@H:18]([C:20]2[CH:25]=[CH:24][C:23]([F:26])=[CH:22][C:21]=2[F:27])[C@H:17]([C:28](O)=[O:29])[CH2:16]1)([CH3:14])([CH3:13])[CH3:12].Cl.[Cl:32][C:33]1[CH:34]=[CH:35][C:36]([C:44]2[CH2:45][CH2:46][NH:47][CH2:48][CH:49]=2)=[C:37]([CH2:39][C:40]([O:42][CH3:43])=[O:41])[CH:38]=1.F[P-](F)(F)(F)(F)F.N1(OC(N(C)C)=[N+](C)C)C2N=CC=CC=2N=N1.C(=O)(O)[O-].[Na+], predict the reaction product. The product is: [C:11]([N:15]1[CH2:19][C@@H:18]([C:20]2[CH:25]=[CH:24][C:23]([F:26])=[CH:22][C:21]=2[F:27])[C@H:17]([C:28]([N:47]2[CH2:46][CH:45]=[C:44]([C:36]3[CH:35]=[CH:34][C:33]([Cl:32])=[CH:38][C:37]=3[CH2:39][C:40]([O:42][CH3:43])=[O:41])[CH2:49][CH2:48]2)=[O:29])[CH2:16]1)([CH3:14])([CH3:13])[CH3:12]. (5) Given the reactants [CH2:1]([C@@H:4]1[CH2:9][CH2:8][CH2:7][C@H:6]([O:10][CH2:11][C:12]2[N:13]=[C:14]([C:18]3[CH:23]=[CH:22][CH:21]=[C:20]([O:24][CH3:25])[CH:19]=3)[O:15][C:16]=2[CH3:17])[CH2:5]1)[CH:2]=C.I([O-])(=O)(=O)=[O:27].[Na+].C(OC)(C)(C)C, predict the reaction product. The product is: [CH3:25][O:24][C:20]1[CH:19]=[C:18]([C:14]2[O:15][C:16]([CH3:17])=[C:12]([CH2:11][O:10][C@@H:6]3[CH2:7][CH2:8][CH2:9][C@H:4]([CH2:1][CH:2]=[O:27])[CH2:5]3)[N:13]=2)[CH:23]=[CH:22][CH:21]=1.